From a dataset of Forward reaction prediction with 1.9M reactions from USPTO patents (1976-2016). Predict the product of the given reaction. (1) Given the reactants [CH:1]1[C:10]2[C:5](=[CH:6][CH:7]=[CH:8][CH:9]=2)[CH:4]=[CH:3][C:2]=1[CH:11]=O.[CH3:13][C:14]1([CH3:22])[O:21][C:19](=[O:20])[CH2:18][C:16](=[O:17])[O:15]1.N1CCCC1C(O)=O.[CH3:31][S:32][CH2:33][C:34]1[CH:35]=[CH:36][CH:37]=[C:38]2[C:42]=1[NH:41][CH:40]=[CH:39]2, predict the reaction product. The product is: [CH3:13][C:14]1([CH3:22])[O:21][C:19](=[O:20])[CH:18]([CH:11]([C:39]2[C:38]3[C:42](=[C:34]([CH2:33][S:32][CH3:31])[CH:35]=[CH:36][CH:37]=3)[NH:41][CH:40]=2)[C:2]2[CH:3]=[CH:4][C:5]3[C:10](=[CH:9][CH:8]=[CH:7][CH:6]=3)[CH:1]=2)[C:16](=[O:17])[O:15]1. (2) Given the reactants F[C:2]1[C:7]([CH:8]2[CH2:13][CH2:12][C:11](=[O:14])[CH2:10][CH2:9]2)=[CH:6][CH:5]=[CH:4][N:3]=1.[S:15]1[C:19]2[CH:20]=[CH:21][CH:22]=[CH:23][C:18]=2[N:17]=[C:16]1[NH:24][C:25]1[CH:30]=[CH:29][C:28]([OH:31])=[CH:27][CH:26]=1.C(=O)([O-])[O-].[Cs+].[Cs+], predict the reaction product. The product is: [S:15]1[C:19]2[CH:20]=[CH:21][CH:22]=[CH:23][C:18]=2[N:17]=[C:16]1[NH:24][C:25]1[CH:30]=[CH:29][C:28]([O:31][C:2]2[C:7]([CH:8]3[CH2:13][CH2:12][C:11](=[O:14])[CH2:10][CH2:9]3)=[CH:6][CH:5]=[CH:4][N:3]=2)=[CH:27][CH:26]=1. (3) Given the reactants C[N:2](C)/[C:3](/[CH3:26])=[CH:4]/[C:5]([C:7]1[S:8][CH:9]=[CH:10][C:11]=1[NH:12][C:13](=[O:25])[CH2:14][C:15]1[C:24]2[C:19](=[CH:20][CH:21]=[CH:22][CH:23]=2)[CH:18]=[CH:17][CH:16]=1)=O.O.[NH2:29]N.C(O)(=O)C, predict the reaction product. The product is: [CH3:26][C:3]1[NH:2][N:29]=[C:5]([C:7]2[S:8][CH:9]=[CH:10][C:11]=2[NH:12][C:13](=[O:25])[CH2:14][C:15]2[C:24]3[C:19](=[CH:20][CH:21]=[CH:22][CH:23]=3)[CH:18]=[CH:17][CH:16]=2)[CH:4]=1. (4) Given the reactants [N:1]1([C:7]2[CH:30]=[CH:29][C:10]([CH:11]=[CH:12][C:13]3[C:14](F)=[N:15][CH:16]=[C:17](B4OC(C)(C)C(C)(C)O4)[CH:18]=3)=[CH:9][CH:8]=2)[CH2:6][CH2:5][CH2:4][CH2:3][CH2:2]1.Cl[C:32]1[CH:37]=[CH:36][N:35]=[C:34]([NH:38][CH3:39])[N:33]=1.C1(C)C=CC=CC=1.C([O-])([O-])=[O:48].[K+].[K+], predict the reaction product. The product is: [N:1]1([C:7]2[CH:8]=[CH:9][C:10]([CH:11]=[CH:12][C:13]3[C:14](=[O:48])[NH:15][CH:16]=[C:17]([C:32]4[CH:37]=[CH:36][N:35]=[C:34]([NH:38][CH3:39])[N:33]=4)[CH:18]=3)=[CH:29][CH:30]=2)[CH2:2][CH2:3][CH2:4][CH2:5][CH2:6]1.